This data is from Reaction yield outcomes from USPTO patents with 853,638 reactions. The task is: Predict the reaction yield, written as a fraction of the theoretical maximum amount of product (1.0 means a 100% yield; for example, 0.34 means a 34% yield). (1) The reactants are [C:1]1([C:7]2[C:11]([CH3:12])=[N:10][N:9]([C:13]3[CH:18]=[CH:17][CH:16]=[CH:15][CH:14]=3)[C:8]=2[NH2:19])[CH2:6][CH2:5][CH2:4][CH2:3][CH:2]=1.C(N=[C:23]=[O:24])C. The catalyst is N1C=CC=CC=1. The product is [CH3:12][C:11]1[C:7]2[C:1]3[CH2:6][CH2:5][CH2:4][CH2:3][C:2]=3[C:23](=[O:24])[NH:19][C:8]=2[N:9]([C:13]2[CH:18]=[CH:17][CH:16]=[CH:15][CH:14]=2)[N:10]=1. The yield is 0.350. (2) The reactants are [CH:1]1([N:7]2[CH2:12][CH2:11][NH:10][CH2:9][CH2:8]2)[CH2:6][CH2:5][CH2:4][CH2:3][CH2:2]1.CC1NC(C)=CC=1[C:19]1[CH:24]=[CH:23][CH:22]=[C:21]([C:25]2[CH:30]=[CH:29][C:28]([CH2:31][C:32](O)=O)=[CH:27][CH:26]=2)[N:20]=1.CSC.B.Cl.[NH2:41]O.[2H]C(Cl)(Cl)Cl.CO[2H]. The catalyst is C(O)C.O1CCCC1. The product is [CH:1]1([N:7]2[CH2:12][CH2:11][N:10]([CH2:32][CH2:31][C:28]3[CH:29]=[CH:30][C:25]([C:21]4[N:20]=[C:19]([NH2:41])[CH:24]=[CH:23][CH:22]=4)=[CH:26][CH:27]=3)[CH2:9][CH2:8]2)[CH2:6][CH2:5][CH2:4][CH2:3][CH2:2]1. The yield is 1.00.